This data is from Peptide-MHC class I binding affinity with 185,985 pairs from IEDB/IMGT. The task is: Regression. Given a peptide amino acid sequence and an MHC pseudo amino acid sequence, predict their binding affinity value. This is MHC class I binding data. (1) The peptide sequence is YNIDRLNAL. The binding affinity (normalized) is 0.0847. The MHC is HLA-B57:01 with pseudo-sequence HLA-B57:01. (2) The peptide sequence is VEMGIKNGP. The MHC is HLA-B40:01 with pseudo-sequence HLA-B40:01. The binding affinity (normalized) is 0.0847. (3) The peptide sequence is KGPDIYKGV. The MHC is H-2-Kb with pseudo-sequence H-2-Kb. The binding affinity (normalized) is 0.213.